From a dataset of Forward reaction prediction with 1.9M reactions from USPTO patents (1976-2016). Predict the product of the given reaction. (1) Given the reactants C[O:2][C:3](=[O:35])[C:4]1[CH:9]=[CH:8][C:7]([O:10][C:11]2[N:12]=[N:13][C:14]([O:17][CH2:18][C:19]3[C:20]([C:27]4[C:32]([Cl:33])=[CH:31][CH:30]=[CH:29][C:28]=4[Cl:34])=[N:21][O:22][C:23]=3[CH:24]([CH3:26])[CH3:25])=[CH:15][CH:16]=2)=[CH:6][CH:5]=1.[OH-].[Na+].O, predict the reaction product. The product is: [Cl:34][C:28]1[CH:29]=[CH:30][CH:31]=[C:32]([Cl:33])[C:27]=1[C:20]1[C:19]([CH2:18][O:17][C:14]2[N:13]=[N:12][C:11]([O:10][C:7]3[CH:6]=[CH:5][C:4]([C:3]([OH:35])=[O:2])=[CH:9][CH:8]=3)=[CH:16][CH:15]=2)=[C:23]([CH:24]([CH3:26])[CH3:25])[O:22][N:21]=1. (2) Given the reactants [F-].C([N+](CCCC)(CCCC)CCCC)CCC.[F:19][C:20]([F:44])([F:43])[C:21]1[CH:22]=[C:23]([C:31](=[O:42])[C:32]2[CH:37]=[CH:36][C:35]([N+:38]([O-:40])=[O:39])=[C:34]([CH3:41])[CH:33]=2)[CH:24]=[C:25]([C:27]([F:30])([F:29])[F:28])[CH:26]=1.[F:45][C:46]([Si](C)(C)C)([F:48])[F:47], predict the reaction product. The product is: [F:19][C:20]([F:43])([F:44])[C:21]1[CH:22]=[C:23]([C:31]([C:32]2[CH:37]=[CH:36][C:35]([N+:38]([O-:40])=[O:39])=[C:34]([CH3:41])[CH:33]=2)([OH:42])[C:46]([F:48])([F:47])[F:45])[CH:24]=[C:25]([C:27]([F:28])([F:30])[F:29])[CH:26]=1. (3) Given the reactants Cl[C:2]1[C:3]([NH:17][CH:18]2[CH2:25][CH:21]3[CH2:22][NH:23][CH2:24][CH:20]3[CH2:19]2)=[N:4][C:5]([NH:8][C:9]2[CH:13]=[C:12]([CH:14]3[CH2:16][CH2:15]3)[NH:11][N:10]=2)=[N:6][CH:7]=1.C(C[C:29](O)=[O:30])#N.CCN=C=[N:36][CH2:37][CH2:38][CH2:39]N(C)C.C1C=NC2N([OH:52])N=NC=2C=1, predict the reaction product. The product is: [CH:14]1([C:12]2[NH:11][N:10]=[C:9]([NH:8][C:5]3[N:4]=[C:3]([NH:17][CH:18]4[CH2:25][CH:21]5[CH2:22][N:23]([C:39](=[O:52])[CH2:38][C:37]#[N:36])[CH2:24][CH:20]5[CH2:19]4)[C:2]([O:30][CH3:29])=[CH:7][N:6]=3)[CH:13]=2)[CH2:16][CH2:15]1. (4) Given the reactants [Br:1][C:2]1[CH:10]=[CH:9][C:5]([C:6]([OH:8])=O)=[C:4]([O:11][CH3:12])[CH:3]=1.CN(C(ON1N=N[C:23]2[CH:24]=[CH:25][CH:26]=[N:27]C1=2)=[N+](C)C)C.F[P-](F)(F)(F)(F)F.CCN(C(C)C)C(C)C.C1(CN)CC1, predict the reaction product. The product is: [Br:1][C:2]1[CH:10]=[CH:9][C:5]([C:6]([NH:27][CH2:26][CH:25]2[CH2:23][CH2:24]2)=[O:8])=[C:4]([O:11][CH3:12])[CH:3]=1. (5) Given the reactants FC(F)(F)S([O:6][S:7]([C:10]([F:13])([F:12])[F:11])(=[O:9])=[O:8])(=O)=O.Cl[N:17]([C:25]1[C:34]2[C:29](=[CH:30][C:31](O)=[C:32]([O:35][CH3:36])[CH:33]=2)[N:28]=[CH:27][N:26]=1)[C:18]1[CH:23]=[CH:22][CH:21]=[CH:20][C:19]=1[F:24].N1C=CC=CC=1.C(Cl)[Cl:45], predict the reaction product. The product is: [Cl:45][C:21]1[CH:22]=[CH:23][C:18]([NH:17][C:25]2[C:34]3[C:29](=[CH:30][C:31]([O:6][S:7]([C:10]([F:11])([F:12])[F:13])(=[O:8])=[O:9])=[C:32]([O:35][CH3:36])[CH:33]=3)[N:28]=[CH:27][N:26]=2)=[C:19]([F:24])[CH:20]=1.